This data is from Full USPTO retrosynthesis dataset with 1.9M reactions from patents (1976-2016). The task is: Predict the reactants needed to synthesize the given product. (1) Given the product [CH3:1][O:2][C:3](=[O:12])[C:4]1[CH:9]=[CH:8][C:7]([C:13]2[CH:18]=[CH:17][CH:16]=[CH:15][CH:14]=2)=[N:6][C:5]=1[Cl:11], predict the reactants needed to synthesize it. The reactants are: [CH3:1][O:2][C:3](=[O:12])[C:4]1[CH:9]=[CH:8][C:7](Cl)=[N:6][C:5]=1[Cl:11].[C:13]1(B(O)O)[CH:18]=[CH:17][CH:16]=[CH:15][CH:14]=1.C(=O)([O-])[O-].[K+].[K+]. (2) Given the product [F:11][C:9]([F:10])([F:12])[C:7]1[CH:6]=[C:5]([CH2:13][CH2:14][CH2:15][N:16]([S:26]([CH3:29])(=[O:28])=[O:27])[CH2:17][CH2:18][CH2:19][CH2:20][CH2:21][CH2:22][C:23]([OH:25])=[O:24])[CH:4]=[C:3]([C:2]([F:1])([F:30])[F:31])[CH:8]=1, predict the reactants needed to synthesize it. The reactants are: [F:1][C:2]([F:31])([F:30])[C:3]1[CH:4]=[C:5](/[CH:13]=[CH:14]/[CH2:15][N:16]([S:26]([CH3:29])(=[O:28])=[O:27])[CH2:17][CH2:18][CH2:19][CH2:20][CH2:21][CH2:22][C:23]([OH:25])=[O:24])[CH:6]=[C:7]([C:9]([F:12])([F:11])[F:10])[CH:8]=1. (3) Given the product [OH:8][C:9]1[CH:43]=[CH:42][C:12]([O:13][CH2:14][CH2:15][CH:16]2[CH2:17][CH2:18][N:19]([C:22]3[CH:23]=[N:24][CH:25]=[C:26]([O:28][CH2:29][C@@H:30]4[CH2:34][CH2:33][CH2:32][N:31]4[C:35]([O:37][C:38]([CH3:39])([CH3:40])[CH3:41])=[O:36])[CH:27]=3)[CH2:20][CH2:21]2)=[CH:11][CH:10]=1, predict the reactants needed to synthesize it. The reactants are: C([O:8][C:9]1[CH:43]=[CH:42][C:12]([O:13][CH2:14][CH2:15][CH:16]2[CH2:21][CH2:20][N:19]([C:22]3[CH:23]=[N:24][CH:25]=[C:26]([O:28][CH2:29][C@@H:30]4[CH2:34][CH2:33][CH2:32][N:31]4[C:35]([O:37][C:38]([CH3:41])([CH3:40])[CH3:39])=[O:36])[CH:27]=3)[CH2:18][CH2:17]2)=[CH:11][CH:10]=1)C1C=CC=CC=1. (4) The reactants are: [N+:1]([C:4]1[CH:5]=[N:6][NH:7][CH:8]=1)([O-:3])=[O:2].[CH3:9][C:10]1[CH:15]=[CH:14][C:13]([S:16](Cl)(=[O:18])=[O:17])=[CH:12][CH:11]=1.C(N(CC)CC)C. Given the product [N+:1]([C:4]1[CH:5]=[N:6][N:7]([S:16]([C:13]2[CH:14]=[CH:15][C:10]([CH3:9])=[CH:11][CH:12]=2)(=[O:18])=[O:17])[CH:8]=1)([O-:3])=[O:2], predict the reactants needed to synthesize it. (5) Given the product [F:24][C:25]([F:29])([F:28])[CH2:26][NH:27][C:20]([C:17]1[NH:18][N:19]=[C:15](/[CH:14]=[CH:13]/[C:12]2[C:8]([C:5]3[CH:4]=[CH:3][C:2]([F:1])=[CH:7][CH:6]=3)=[N:9][O:10][C:11]=2[CH3:23])[CH:16]=1)=[O:22], predict the reactants needed to synthesize it. The reactants are: [F:1][C:2]1[CH:7]=[CH:6][C:5]([C:8]2[C:12](/[CH:13]=[CH:14]/[C:15]3[CH:16]=[C:17]([C:20]([OH:22])=O)[NH:18][N:19]=3)=[C:11]([CH3:23])[O:10][N:9]=2)=[CH:4][CH:3]=1.[F:24][C:25]([F:29])([F:28])[CH2:26][NH2:27]. (6) The reactants are: [NH2:1][C:2](=[O:22])[C:3]([CH3:21])([CH3:20])[C@H:4]([NH:6][C:7]1[C:8]2[N:9]([CH:16]=[C:17](Br)[CH:18]=2)[N:10]=[CH:11][C:12]=1[C:13]([NH2:15])=[O:14])[CH3:5].O.[CH3:24][O:25][C:26]1[CH:31]=[CH:30][C:29](B(O)O)=[CH:28][CH:27]=1.C(=O)([O-])[O-].[Na+].[Na+]. Given the product [NH2:1][C:2](=[O:22])[C:3]([CH3:21])([CH3:20])[C@H:4]([NH:6][C:7]1[C:8]2[N:9]([CH:16]=[C:17]([C:29]3[CH:30]=[CH:31][C:26]([O:25][CH3:24])=[CH:27][CH:28]=3)[CH:18]=2)[N:10]=[CH:11][C:12]=1[C:13]([NH2:15])=[O:14])[CH3:5], predict the reactants needed to synthesize it. (7) The reactants are: [CH2:1]([N:8]1[C:12]2=[N:13][C:14]([C:26]([O:28]CC)=[O:27])=[C:15]([O:18][CH2:19][C:20]3[CH:25]=[CH:24][CH:23]=[CH:22][CH:21]=3)[C:16](=[O:17])[N:11]2[CH2:10][CH2:9]1)[C:2]1[CH:7]=[CH:6][CH:5]=[CH:4][CH:3]=1. Given the product [CH2:1]([N:8]1[C:12]2=[N:13][C:14]([C:26]([OH:28])=[O:27])=[C:15]([O:18][CH2:19][C:20]3[CH:21]=[CH:22][CH:23]=[CH:24][CH:25]=3)[C:16](=[O:17])[N:11]2[CH2:10][CH2:9]1)[C:2]1[CH:7]=[CH:6][CH:5]=[CH:4][CH:3]=1, predict the reactants needed to synthesize it. (8) The reactants are: [Cl:1][C:2]1[CH:7]=[CH:6][C:5](/[CH:8]=[CH:9]/[C:10]2[CH:11]=[C:12]([CH:16]=[CH:17][C:18]=2[O:19][CH3:20])[C:13](O)=[O:14])=[CH:4][CH:3]=1.Cl.[CH3:22][NH2:23]. Given the product [Cl:1][C:2]1[CH:7]=[CH:6][C:5](/[CH:8]=[CH:9]/[C:10]2[CH:11]=[C:12]([CH:16]=[CH:17][C:18]=2[O:19][CH3:20])[C:13]([NH:23][CH3:22])=[O:14])=[CH:4][CH:3]=1, predict the reactants needed to synthesize it. (9) Given the product [F:1][C:2]1[CH:7]=[CH:6][CH:5]=[CH:4][C:3]=1[N:8]1[C:12]([C:13]2[CH:18]=[CH:17][N:16]=[CH:15][CH:14]=2)=[C:11]([C:19]2[O:21][N:25]=[C:26]([C:28]3[CH:29]=[C:30]4[C:34](=[CH:35][CH:36]=3)[NH:33][N:32]=[CH:31]4)[N:27]=2)[N:10]=[N:9]1, predict the reactants needed to synthesize it. The reactants are: [F:1][C:2]1[CH:7]=[CH:6][CH:5]=[CH:4][C:3]=1[N:8]1[C:12]([C:13]2[CH:18]=[CH:17][N:16]=[CH:15][CH:14]=2)=[C:11]([C:19]([O:21]CC)=O)[N:10]=[N:9]1.O[N:25]=[C:26]([C:28]1[CH:29]=[C:30]2[C:34](=[CH:35][CH:36]=1)[NH:33][N:32]=[CH:31]2)[NH2:27].